Task: Predict the reaction yield, written as a fraction of the theoretical maximum amount of product (1.0 means a 100% yield; for example, 0.34 means a 34% yield).. Dataset: Reaction yield outcomes from USPTO patents with 853,638 reactions (1) The reactants are F[C:2]1[CH:23]=[CH:22][C:5]2[O:6][C:7]3[CH:21]=[CH:20][CH:19]=[CH:18][C:8]=3[C@@H:9]3[C@H:14](C(O)=O)[CH2:13][CH2:12][CH2:11][N:10]3[C:4]=2[CH:3]=1.ClC(OCC)=O.[N-:30]=[N+]=[N-].[Na+].[OH-].[Na+]. The catalyst is CC(C)=O.O.ClCC(Cl)C.C(N(CC)CC)C. The product is [C:14]1([NH2:30])[CH:13]=[CH:12][CH2:11][N:10]2[C:9]=1[C:8]1[CH:18]=[CH:19][CH:20]=[CH:21][C:7]=1[O:6][C:5]1[CH:22]=[CH:23][CH:2]=[CH:3][C:4]2=1. The yield is 0.340. (2) The reactants are [Cl:1][C:2]1[CH:3]=[N:4][C:5]2[C:10]([CH:11]=1)=[CH:9][C:8]([CH2:12][C:13]1[CH:14]=[C:15]([CH:19]=[CH:20][N:21]=1)[C:16]([OH:18])=O)=[CH:7][CH:6]=2.Cl.[Cl:23][C:24]1[C:32]2[C:27](=[CH:28][C:29]([F:35])=[C:30](NC)[CH:31]=2)[NH:26][CH:25]=1.[CH3:36][N:37](C(ON1N=NC2C=CC=NC1=2)=[N+](C)C)C.F[P-](F)(F)(F)(F)F.C[CH2:61][N:62](CC)CC. The catalyst is CN(C=O)C.O.CCOC(C)=O. The product is [Cl:23][C:24]1[C:32]2[C:27](=[CH:28][C:29]([F:35])=[C:30]([CH2:61][NH:62][C:16](=[O:18])[C:15]3[CH:19]=[CH:20][N:21]=[C:13]([CH2:12][C:8]4[CH:9]=[C:10]5[C:5](=[C:6]([C:36]#[N:37])[CH:7]=4)[N:4]=[CH:3][C:2]([Cl:1])=[CH:11]5)[CH:14]=3)[CH:31]=2)[NH:26][CH:25]=1. The yield is 0.910.